Task: Predict the reactants needed to synthesize the given product.. Dataset: Full USPTO retrosynthesis dataset with 1.9M reactions from patents (1976-2016) (1) Given the product [CH3:13][N:14]([C:15]1[CH:23]=[CH:22][C:18]([C:19]([OH:21])=[O:20])=[CH:17][CH:16]=1)[C:2]1[C:11]2[C:6](=[CH:7][CH:8]=[CH:9][CH:10]=2)[N:5]=[C:4]([CH3:12])[N:3]=1, predict the reactants needed to synthesize it. The reactants are: Cl[C:2]1[C:11]2[C:6](=[CH:7][CH:8]=[CH:9][CH:10]=2)[N:5]=[C:4]([CH3:12])[N:3]=1.[CH3:13][NH:14][C:15]1[CH:23]=[CH:22][C:18]([C:19]([OH:21])=[O:20])=[CH:17][CH:16]=1. (2) Given the product [CH:12]([N:15]1[C:16]2[CH:21]=[CH:20][CH:19]=[CH:18][C:17]=2[N:22]=[C:24]1[NH:23][C:26]1[CH:35]=[CH:34][C:29]([C:30]([O:32][CH3:33])=[O:31])=[CH:28][CH:27]=1)([CH3:14])[CH3:13], predict the reactants needed to synthesize it. The reactants are: CN(C)CCCN=C=NCC.[CH:12]([NH:15][C:16]1[C:17]([NH2:22])=[CH:18][CH:19]=[CH:20][CH:21]=1)([CH3:14])[CH3:13].[N:23]([C:26]1[CH:35]=[CH:34][C:29]([C:30]([O:32][CH3:33])=[O:31])=[CH:28][CH:27]=1)=[C:24]=S. (3) Given the product [C:1]([C:3]1[CH:4]=[CH:5][C:6]([CH2:7][O:8][C@@H:9]2[CH2:12][C@H:11]([C:13]([OH:15])=[O:14])[CH2:10]2)=[CH:18][CH:19]=1)#[N:2], predict the reactants needed to synthesize it. The reactants are: [C:1]([C:3]1[CH:19]=[CH:18][C:6]([CH2:7][O:8][C@@H:9]2[CH2:12][C@H:11]([C:13]([O:15]CC)=[O:14])[CH2:10]2)=[CH:5][CH:4]=1)#[N:2].[OH-].[Na+]. (4) Given the product [CH3:1][O:2][C:3]1[N:8]=[CH:7][C:6]([NH:9][C:10]2[C:15]([C:16]3[N:24]=[CH:23][N:22]=[C:21]4[C:17]=3[N:18]=[CH:19][NH:20]4)=[CH:14][CH:13]=[CH:12][N:11]=2)=[CH:5][CH:4]=1, predict the reactants needed to synthesize it. The reactants are: [CH3:1][O:2][C:3]1[N:8]=[CH:7][C:6]([NH:9][C:10]2[C:15]([C:16]3[N:24]=[CH:23][N:22]=[C:21]4[C:17]=3[N:18]=[CH:19][N:20]4C3CCCCO3)=[CH:14][CH:13]=[CH:12][N:11]=2)=[CH:5][CH:4]=1.Cl.N. (5) The reactants are: [CH:1]([C@@H:4]1[CH2:8][O:7][C:6](=[O:9])[N:5]1[C:10]1[CH:18]=[CH:17][C:13]([C:14]([OH:16])=O)=[CH:12][CH:11]=1)([CH3:3])[CH3:2].[CH3:19][C:20]1[C:21]([N:30]2[CH2:35][CH2:34][NH:33][CH2:32][CH2:31]2)=[N:22][CH:23]=[C:24]([C:26]([F:29])([F:28])[F:27])[CH:25]=1. Given the product [CH:1]([C@@H:4]1[CH2:8][O:7][C:6](=[O:9])[N:5]1[C:10]1[CH:11]=[CH:12][C:13]([C:14]([N:33]2[CH2:34][CH2:35][N:30]([C:21]3[C:20]([CH3:19])=[CH:25][C:24]([C:26]([F:29])([F:27])[F:28])=[CH:23][N:22]=3)[CH2:31][CH2:32]2)=[O:16])=[CH:17][CH:18]=1)([CH3:2])[CH3:3], predict the reactants needed to synthesize it. (6) Given the product [F:1][C:2]([F:7])([F:6])[C:3]([OH:5])=[O:4].[NH2:43][CH2:44][C:49]([N:51]1[CH2:78][CH2:77][CH2:76][C@@H:52]1[C:53]([NH:55][CH2:56][CH2:57][CH2:58][NH:59][C:60]1[C:73]2[C:72](=[O:74])[C:71]3[C:66](=[CH:67][CH:68]=[CH:69][CH:70]=3)[C:65](=[O:75])[C:64]=2[CH:63]=[CH:62][CH:61]=1)=[O:54])=[O:50], predict the reactants needed to synthesize it. The reactants are: [F:1][C:2]([F:7])([F:6])[C:3]([OH:5])=[O:4].N1CCC[C@@H]1C(NCCCNC1C2C(=O)C3C(=CC=CC=3)C(=O)C=2C=CC=1)=O.FC(F)(F)C(O)=O.[NH2:43][C@H:44]([C:49]([N:51]1[CH2:78][CH2:77][CH2:76][C@@H:52]1[C:53]([NH:55][CH2:56][CH2:57][CH2:58][NH:59][C:60]1[C:73]2[C:72](=[O:74])[C:71]3[C:66](=[CH:67][CH:68]=[CH:69][CH:70]=3)[C:65](=[O:75])[C:64]=2[CH:63]=[CH:62][CH:61]=1)=[O:54])=[O:50])CC(C)C. (7) Given the product [CH2:1]([O:5][C:6]([N:8]([S:35]([C:38]1[CH:43]=[CH:42][C:41]([CH3:44])=[CH:40][CH:39]=1)(=[O:37])=[O:36])[CH2:9][CH2:10][N:11]([S:25]([C:28]1[CH:33]=[CH:32][C:31]([CH3:34])=[CH:30][CH:29]=1)(=[O:26])=[O:27])[CH2:12][CH2:13][N:14]([S:15]([C:18]1[CH:19]=[CH:20][C:21]([CH3:24])=[CH:22][CH:23]=1)(=[O:16])=[O:17])[CH2:46][CH2:47][CH2:48][CH2:49][CH2:50][CH2:51][CH2:52][CH2:53][CH2:54][OH:55])=[O:7])[CH2:2][CH2:3][CH3:4], predict the reactants needed to synthesize it. The reactants are: [CH2:1]([O:5][C:6]([N:8]([S:35]([C:38]1[CH:43]=[CH:42][C:41]([CH3:44])=[CH:40][CH:39]=1)(=[O:37])=[O:36])[CH2:9][CH2:10][N:11]([S:25]([C:28]1[CH:33]=[CH:32][C:31]([CH3:34])=[CH:30][CH:29]=1)(=[O:27])=[O:26])[CH2:12][CH2:13][NH:14][S:15]([C:18]1[CH:23]=[CH:22][C:21]([CH3:24])=[CH:20][CH:19]=1)(=[O:17])=[O:16])=[O:7])[CH2:2][CH2:3][CH3:4].Br[CH2:46][CH2:47][CH2:48][CH2:49][CH2:50][CH2:51][CH2:52][CH2:53][CH2:54][OH:55].C([O-])([O-])=O.[Cs+].[Cs+].